Dataset: Forward reaction prediction with 1.9M reactions from USPTO patents (1976-2016). Task: Predict the product of the given reaction. (1) Given the reactants [OH:1][CH:2]1[CH2:8][CH2:7][CH2:6][N:5]([C:9]([O:11][C:12]([CH3:15])([CH3:14])[CH3:13])=[O:10])[CH2:4][CH2:3]1.[CH3:16][S:17][C:18]1[C:26](O)=[CH:25][CH:24]=[C:23]2[C:19]=1[CH:20]=[N:21][NH:22]2.C1(P(C2C=CC=CC=2)C2C=CC=CC=2)C=CC=CC=1.N(C(OC(C)C)=O)=NC(OC(C)C)=O, predict the reaction product. The product is: [CH3:16][S:17][C:18]1[C:26]([O:1][CH:2]2[CH2:8][CH2:7][CH2:6][N:5]([C:9]([O:11][C:12]([CH3:15])([CH3:14])[CH3:13])=[O:10])[CH2:4][CH2:3]2)=[CH:25][CH:24]=[C:23]2[C:19]=1[CH:20]=[N:21][NH:22]2. (2) Given the reactants Br[C:2]1[C:3]2[C:4]([S:25][C:26]3[CH:31]=[CH:30][C:29]([Cl:32])=[CH:28][CH:27]=3)=[C:5]3[CH:19]([CH2:20][C:21]([O:23]C)=[O:22])[CH2:18][CH2:17][N:6]3[C:7]=2[CH:8]=[C:9]([C:11]2[N:12]=[N:13][N:14]([CH3:16])[N:15]=2)[CH:10]=1.C([Sn](CCCC)(CCCC)[C:38]1[CH:43]=[CH:42][CH:41]=[CH:40][CH:39]=1)CCC, predict the reaction product. The product is: [Cl:32][C:29]1[CH:28]=[CH:27][C:26]([S:25][C:4]2[C:3]3[C:2]([C:38]4[CH:43]=[CH:42][CH:41]=[CH:40][CH:39]=4)=[CH:10][C:9]([C:11]4[N:12]=[N:13][N:14]([CH3:16])[N:15]=4)=[CH:8][C:7]=3[N:6]3[CH2:17][CH2:18][CH:19]([CH2:20][C:21]([OH:23])=[O:22])[C:5]=23)=[CH:31][CH:30]=1. (3) Given the reactants [CH2:1]([N:3]1[C:7]2[N:8]=[C:9]([C:18]3[CH:23]=[CH:22][C:21]([NH:24][C:25]([NH:27][C:28]4[CH:36]=[CH:35][C:31]([C:32](O)=[O:33])=[CH:30][CH:29]=4)=[O:26])=[CH:20][CH:19]=3)[N:10]=[C:11]([N:12]3[CH2:17][CH2:16][O:15][CH2:14][CH2:13]3)[C:6]=2[CH:5]=[CH:4]1)[CH3:2].[N:37]1([CH:42]2[CH2:47][CH2:46][NH:45][CH2:44][CH2:43]2)[CH2:41][CH2:40][CH2:39][CH2:38]1, predict the reaction product. The product is: [CH2:1]([N:3]1[C:7]2[N:8]=[C:9]([C:18]3[CH:19]=[CH:20][C:21]([NH:24][C:25]([NH:27][C:28]4[CH:29]=[CH:30][C:31]([C:32]([N:45]5[CH2:46][CH2:47][CH:42]([N:37]6[CH2:41][CH2:40][CH2:39][CH2:38]6)[CH2:43][CH2:44]5)=[O:33])=[CH:35][CH:36]=4)=[O:26])=[CH:22][CH:23]=3)[N:10]=[C:11]([N:12]3[CH2:13][CH2:14][O:15][CH2:16][CH2:17]3)[C:6]=2[CH:5]=[CH:4]1)[CH3:2]. (4) Given the reactants [Cl:1][C:2]1[CH:10]=[C:9]([NH:11][CH:12]2[CH2:17][CH2:16][CH2:15][CH:14]([OH:18])[CH2:13]2)[C:5]([C:6]([O-:8])=[O:7])=[CH:4][N:3]=1.CO.C(O)(C(F)(F)F)=O, predict the reaction product. The product is: [Cl:1][C:2]1[CH:10]=[C:9]([NH:11][C@H:12]2[CH2:17][CH2:16][CH2:15][CH:14]([OH:18])[CH2:13]2)[C:5]([C:6]([OH:8])=[O:7])=[CH:4][N:3]=1. (5) The product is: [F:26][C:22]1[CH:21]=[C:20]([C@:6]23[CH2:18][CH2:17][C:12]4([O:16][CH2:15][CH2:14][O:13]4)[C@@H:11]([CH3:19])[C@@H:7]2[CH2:8][CH2:9][C:10]2[C:5]3=[N:4][N:3]([S:27]([N:30]([CH3:31])[CH3:32])(=[O:28])=[O:29])[C:2]=2[C:47]2[CH:52]=[CH:51][CH:50]=[C:49]([CH2:53][CH2:54][CH2:55][OH:56])[CH:48]=2)[CH:25]=[CH:24][CH:23]=1. Given the reactants Cl[C:2]1[N:3]([S:27]([N:30]([CH3:32])[CH3:31])(=[O:29])=[O:28])[N:4]=[C:5]2[C:10]=1[CH2:9][CH2:8][C@H:7]1[C@H:11]([CH3:19])[C:12]3([CH2:17][CH2:18][C@:6]21[C:20]1[CH:25]=[CH:24][CH:23]=[C:22]([F:26])[CH:21]=1)[O:16][CH2:15][CH2:14][O:13]3.C(=O)([O-])[O-].[Cs+].[Cs+].CC1(C)C(C)(C)OB([C:47]2[CH:48]=[C:49]([CH2:53][CH2:54][CH2:55][OH:56])[CH:50]=[CH:51][CH:52]=2)O1, predict the reaction product. (6) Given the reactants O[CH2:2][C@@H:3]1[CH2:8][CH2:7][CH2:6][C@H:5]([C:9]([O:11]C)=[O:10])[CH2:4]1.[OH:13][C:14]1[CH:21]=[CH:20][CH:19]=[C:18]([OH:22])[C:15]=1[CH:16]=[O:17].C1C=CC(P(C2C=CC=CC=2)C2C=CC=CC=2)=CC=1.CC(OC(/N=N/C(OC(C)C)=O)=O)C, predict the reaction product. The product is: [CH:16]([C:15]1[C:18]([OH:22])=[CH:19][CH:20]=[CH:21][C:14]=1[O:13][CH2:2][C@H:3]1[CH2:8][CH2:7][CH2:6][C@@H:5]([C:9]([OH:11])=[O:10])[CH2:4]1)=[O:17]. (7) Given the reactants [Cl:1][C:2]1[CH:7]=[CH:6][CH:5]=[C:4]([F:8])[C:3]=1[C:9]1[S:10][C:11]2[CH:12]=[N+:13]([O-])[CH:14]=[C:15]([F:18])[C:16]=2[N:17]=1.P(Cl)(Cl)([Cl:22])=O, predict the reaction product. The product is: [Cl:22][C:12]1[C:11]2[S:10][C:9]([C:3]3[C:4]([F:8])=[CH:5][CH:6]=[CH:7][C:2]=3[Cl:1])=[N:17][C:16]=2[C:15]([F:18])=[CH:14][N:13]=1.